Task: Predict which catalyst facilitates the given reaction.. Dataset: Catalyst prediction with 721,799 reactions and 888 catalyst types from USPTO (1) Product: [C:20]([C:17]1[CH:16]=[CH:15][C:14]([CH2:13][O:12][C:5]2[CH:4]=[CH:3][C:2]([NH:1][C:33]([NH:32][C:29]3[CH:30]=[CH:31][C:26]([O:25][CH3:24])=[CH:27][CH:28]=3)=[O:34])=[CH:7][C:6]=2[C:8](=[O:11])[CH2:9][CH3:10])=[CH:19][CH:18]=1)([CH3:22])([CH3:21])[CH3:23]. The catalyst class is: 1. Reactant: [NH2:1][C:2]1[CH:3]=[CH:4][C:5]([O:12][CH2:13][C:14]2[CH:19]=[CH:18][C:17]([C:20]([CH3:23])([CH3:22])[CH3:21])=[CH:16][CH:15]=2)=[C:6]([C:8](=[O:11])[CH2:9][CH3:10])[CH:7]=1.[CH3:24][O:25][C:26]1[CH:31]=[CH:30][C:29]([N:32]=[C:33]=[O:34])=[CH:28][CH:27]=1. (2) Reactant: [O:1]=[C:2]1[N:7]2[C@H:8]([C:16]3[CH:21]=[C:20]([F:22])[C:19]([F:23])=[C:18]([F:24])[CH:17]=3)[CH2:9][N:10]([C:12]([O:14][CH3:15])=[O:13])[CH2:11][C@@H:6]2[CH:5]=[CH:4][CH2:3]1.[H][H]. Product: [O:1]=[C:2]1[N:7]2[C@H:8]([C:16]3[CH:17]=[C:18]([F:24])[C:19]([F:23])=[C:20]([F:22])[CH:21]=3)[CH2:9][N:10]([C:12]([O:14][CH3:15])=[O:13])[CH2:11][C@@H:6]2[CH2:5][CH2:4][CH2:3]1. The catalyst class is: 663.